This data is from NCI-60 drug combinations with 297,098 pairs across 59 cell lines. The task is: Regression. Given two drug SMILES strings and cell line genomic features, predict the synergy score measuring deviation from expected non-interaction effect. (1) Drug 1: CC1=CC=C(C=C1)C2=CC(=NN2C3=CC=C(C=C3)S(=O)(=O)N)C(F)(F)F. Drug 2: C1C(C(OC1N2C=NC3=C(N=C(N=C32)Cl)N)CO)O. Cell line: HT29. Synergy scores: CSS=3.20, Synergy_ZIP=-0.985, Synergy_Bliss=-0.311, Synergy_Loewe=-9.03, Synergy_HSA=-4.98. (2) Drug 1: CS(=O)(=O)CCNCC1=CC=C(O1)C2=CC3=C(C=C2)N=CN=C3NC4=CC(=C(C=C4)OCC5=CC(=CC=C5)F)Cl. Drug 2: B(C(CC(C)C)NC(=O)C(CC1=CC=CC=C1)NC(=O)C2=NC=CN=C2)(O)O. Cell line: NCI-H322M. Synergy scores: CSS=14.8, Synergy_ZIP=-8.48, Synergy_Bliss=-4.91, Synergy_Loewe=-3.93, Synergy_HSA=-3.37. (3) Drug 1: C1=CC(=CC=C1C#N)C(C2=CC=C(C=C2)C#N)N3C=NC=N3. Drug 2: CC(C)CN1C=NC2=C1C3=CC=CC=C3N=C2N. Cell line: SR. Synergy scores: CSS=2.92, Synergy_ZIP=1.87, Synergy_Bliss=2.96, Synergy_Loewe=3.37, Synergy_HSA=0.117. (4) Drug 1: CC12CCC(CC1=CCC3C2CCC4(C3CC=C4C5=CN=CC=C5)C)O. Drug 2: CC1C(C(CC(O1)OC2CC(CC3=C2C(=C4C(=C3O)C(=O)C5=CC=CC=C5C4=O)O)(C(=O)C)O)N)O. Cell line: HCT116. Synergy scores: CSS=41.6, Synergy_ZIP=0.415, Synergy_Bliss=0.378, Synergy_Loewe=-16.6, Synergy_HSA=1.18. (5) Drug 1: C1CN1C2=NC(=NC(=N2)N3CC3)N4CC4. Drug 2: CC1CCCC2(C(O2)CC(NC(=O)CC(C(C(=O)C(C1O)C)(C)C)O)C(=CC3=CSC(=N3)C)C)C. Synergy scores: CSS=62.5, Synergy_ZIP=-1.54, Synergy_Bliss=-2.67, Synergy_Loewe=1.09, Synergy_HSA=3.01. Cell line: SK-MEL-5. (6) Drug 1: C1C(C(OC1N2C=C(C(=O)NC2=O)F)CO)O. Drug 2: C1CN(P(=O)(OC1)NCCCl)CCCl. Cell line: A498. Synergy scores: CSS=5.89, Synergy_ZIP=-7.53, Synergy_Bliss=-9.96, Synergy_Loewe=-11.0, Synergy_HSA=-8.94. (7) Drug 1: CC1=CC2C(CCC3(C2CCC3(C(=O)C)OC(=O)C)C)C4(C1=CC(=O)CC4)C. Drug 2: CC1CCC2CC(C(=CC=CC=CC(CC(C(=O)C(C(C(=CC(C(=O)CC(OC(=O)C3CCCCN3C(=O)C(=O)C1(O2)O)C(C)CC4CCC(C(C4)OC)OCCO)C)C)O)OC)C)C)C)OC. Cell line: OVCAR3. Synergy scores: CSS=3.65, Synergy_ZIP=-2.11, Synergy_Bliss=-6.02, Synergy_Loewe=-21.1, Synergy_HSA=-8.23. (8) Drug 1: C1C(C(OC1N2C=NC3=C(N=C(N=C32)Cl)N)CO)O. Drug 2: CC1=C(C(=O)C2=C(C1=O)N3CC4C(C3(C2COC(=O)N)OC)N4)N. Cell line: UACC62. Synergy scores: CSS=40.6, Synergy_ZIP=3.38, Synergy_Bliss=3.28, Synergy_Loewe=-2.25, Synergy_HSA=6.57.